This data is from Full USPTO retrosynthesis dataset with 1.9M reactions from patents (1976-2016). The task is: Predict the reactants needed to synthesize the given product. (1) Given the product [CH3:26][NH:13][C:11]1[CH:10]=[CH:9][CH:8]=[C:7]2[C:12]=1[NH:4][C:5]([C:27]([O:29][CH2:30][CH3:31])=[O:28])=[CH:6]2, predict the reactants needed to synthesize it. The reactants are: COC[N:4]1[C:12]2[C:7](=[CH:8][CH:9]=[CH:10][C:11]=2[N:13]([CH3:26])S(C2C=CC([N+]([O-])=O)=CC=2)(=O)=O)[CH:6]=[C:5]1[C:27]([O:29][CH2:30][CH3:31])=[O:28].Cl. (2) Given the product [CH3:3][O:4][C:5](=[O:21])[CH:6]([C:7]1[CH:8]=[CH:9][C:10]([O:13][C:14]2[CH:19]=[CH:18][C:17]([Cl:20])=[CH:16][CH:15]=2)=[CH:11][CH:12]=1)[C:5]([O:4][CH3:3])=[O:21], predict the reactants needed to synthesize it. The reactants are: [H-].[Na+].[CH3:3][O:4][C:5](=[O:21])[CH2:6][C:7]1[CH:12]=[CH:11][C:10]([O:13][C:14]2[CH:19]=[CH:18][C:17]([Cl:20])=[CH:16][CH:15]=2)=[CH:9][CH:8]=1.